From a dataset of Reaction yield outcomes from USPTO patents with 853,638 reactions. Predict the reaction yield, written as a fraction of the theoretical maximum amount of product (1.0 means a 100% yield; for example, 0.34 means a 34% yield). (1) The reactants are [CH2:1]=[C:2]([CH2:6][C:7]([OH:9])=O)[C:3]([OH:5])=[O:4].[CH:10]1([NH2:16])[CH2:15][CH2:14][CH2:13][CH2:12][CH2:11]1. The product is [CH:10]1([N:16]2[C:7](=[O:9])[CH2:6][CH:2]([C:3]([OH:5])=[O:4])[CH2:1]2)[CH2:15][CH2:14][CH2:13][CH2:12][CH2:11]1. No catalyst specified. The yield is 0.960. (2) The catalyst is CN(C=O)C.CCOC(C)=O.C1C=CC(P(C2C=CC=CC=2)[C-]2C=CC=C2)=CC=1.C1C=CC(P(C2C=CC=CC=2)[C-]2C=CC=C2)=CC=1.Cl[Pd]Cl.[Fe+2].C(Cl)Cl. The reactants are Br[C:2]1[CH:13]=[CH:12][C:5]([O:6][CH2:7][C:8]([CH3:11])([OH:10])[CH3:9])=[C:4]([O:14][CH3:15])[CH:3]=1.C([O-])(=O)C.[K+].[B:21]1([B:21]2[O:25][C:24]([CH3:27])([CH3:26])[C:23]([CH3:29])([CH3:28])[O:22]2)[O:25][C:24]([CH3:27])([CH3:26])[C:23]([CH3:29])([CH3:28])[O:22]1. The product is [CH3:15][O:14][C:4]1[CH:3]=[C:2]([B:21]2[O:25][C:24]([CH3:27])([CH3:26])[C:23]([CH3:29])([CH3:28])[O:22]2)[CH:13]=[CH:12][C:5]=1[O:6][CH2:7][C:8]([CH3:11])([OH:10])[CH3:9]. The yield is 0.900. (3) The reactants are [CH2:1]([C:5]1[N:6]=[C:7]([CH3:27])[NH:8][C:9](=[O:26])[C:10]=1[CH2:11][C:12]1[CH:17]=[CH:16][C:15]([C:18]2[C:19]([C:24]#[N:25])=[CH:20][CH:21]=[CH:22][CH:23]=2)=[CH:14][CH:13]=1)[CH2:2][CH2:3][CH3:4].[H-].[Na+].CN(C)C=O.Br[CH2:36][CH2:37][OH:38]. The catalyst is C(OCC)(=O)C. The product is [CH2:1]([C:5]1[N:6]=[C:7]([CH3:27])[N:8]([CH2:36][CH2:37][OH:38])[C:9](=[O:26])[C:10]=1[CH2:11][C:12]1[CH:17]=[CH:16][C:15]([C:18]2[C:19]([C:24]#[N:25])=[CH:20][CH:21]=[CH:22][CH:23]=2)=[CH:14][CH:13]=1)[CH2:2][CH2:3][CH3:4]. The yield is 0.230. (4) The reactants are Cl.[F:2][CH:3]1[CH2:8][CH2:7][CH2:6][NH:5][CH2:4]1.[C:9]([C:11]1[C:20]2[C:15](=[CH:16][CH:17]=[CH:18][CH:19]=2)[C:14](F)=[CH:13][CH:12]=1)#[N:10].C1CCN2C(=NCCC2)CC1. The catalyst is [OH-].[Na+]. The product is [F:2][CH:3]1[CH2:8][CH2:7][CH2:6][N:5]([C:14]2[C:15]3[C:20](=[CH:19][CH:18]=[CH:17][CH:16]=3)[C:11]([C:9]#[N:10])=[CH:12][CH:13]=2)[CH2:4]1. The yield is 0.120. (5) The reactants are C1(C(C2C=CC=CC=2)=[N:8][C:9]2[CH:29]=[CH:28][C:12]3[C:13]4([CH2:26][CH3:27])[CH2:25][CH2:24][C:19]5([O:23][CH2:22][CH2:21][O:20]5)[CH2:18][CH:14]4[CH2:15][CH2:16][CH2:17][C:11]=3[CH:10]=2)C=CC=CC=1.C([O-])=O.[NH4+]. The catalyst is [Pd].CO. The product is [CH2:26]([C:13]12[CH2:25][CH2:24][C:19]3([O:20][CH2:21][CH2:22][O:23]3)[CH2:18][CH:14]1[CH2:15][CH2:16][CH2:17][C:11]1[CH:10]=[C:9]([NH2:8])[CH:29]=[CH:28][C:12]=12)[CH3:27]. The yield is 0.970. (6) The reactants are [O:1]=[C:2]1[C:10]([C:11]([OH:13])=O)=[C:5]2[CH2:6][CH2:7][CH2:8][CH2:9][N:4]2[N:3]1[C:14]1[CH:19]=[CH:18][CH:17]=[CH:16][CH:15]=1.[NH2:20][C:21]1[CH:37]=[CH:36][C:24]([O:25][C:26]2[CH:31]=[CH:30][N:29]=[C:28]([C:32]([NH2:34])=[O:33])[C:27]=2[Cl:35])=[CH:23][CH:22]=1.C1C=NC2N(O)N=NC=2C=1.CCN=C=NCCCN(C)C. The catalyst is C(Cl)Cl. The product is [C:32]([C:28]1[C:27]([Cl:35])=[C:26]([O:25][C:24]2[CH:36]=[CH:37][C:21]([NH:20][C:11]([C:10]3[C:2](=[O:1])[N:3]([C:14]4[CH:15]=[CH:16][CH:17]=[CH:18][CH:19]=4)[N:4]4[CH2:9][CH2:8][CH2:7][CH2:6][C:5]=34)=[O:13])=[CH:22][CH:23]=2)[CH:31]=[CH:30][N:29]=1)(=[O:33])[NH2:34]. The yield is 0.553. (7) The reactants are [C:1]([C:3]1[CH:8]=[CH:7][C:6]([C:9]2([O:12][CH:13]([CH3:15])[CH3:14])[CH2:11][CH2:10]2)=[CH:5][C:4]=1C)#[CH:2].[CH3:17][O:18][C:19](=[O:28])[CH2:20][C:21]1[CH:26]=[CH:25][C:24](I)=[CH:23][CH:22]=1.[CH2:29](N(CC)CC)C. The catalyst is [Cu]I.Cl[Pd](Cl)([P](C1C=CC=CC=1)(C1C=CC=CC=1)C1C=CC=CC=1)[P](C1C=CC=CC=1)(C1C=CC=CC=1)C1C=CC=CC=1. The product is [CH:13]([O:12][C:9]1([C:6]2[CH:5]=[CH:4][C:3]([C:1]#[C:2][C:24]3[CH:25]=[CH:26][C:21]([CH2:20][C:19]([O:18][CH3:17])=[O:28])=[CH:22][CH:23]=3)=[CH:8][C:7]=2[CH3:29])[CH2:10][CH2:11]1)([CH3:14])[CH3:15]. The yield is 0.710.